This data is from Peptide-MHC class I binding affinity with 185,985 pairs from IEDB/IMGT. The task is: Regression. Given a peptide amino acid sequence and an MHC pseudo amino acid sequence, predict their binding affinity value. This is MHC class I binding data. (1) The binding affinity (normalized) is 0.0847. The peptide sequence is YFARRFKYL. The MHC is HLA-A02:19 with pseudo-sequence HLA-A02:19. (2) The peptide sequence is AQLRMITYI. The MHC is H-2-Kb with pseudo-sequence H-2-Kb. The binding affinity (normalized) is 0.310.